This data is from NCI-60 drug combinations with 297,098 pairs across 59 cell lines. The task is: Regression. Given two drug SMILES strings and cell line genomic features, predict the synergy score measuring deviation from expected non-interaction effect. (1) Drug 1: C1CC(C1)(C(=O)O)C(=O)O.[NH2-].[NH2-].[Pt+2]. Drug 2: CC1=C(C=C(C=C1)C(=O)NC2=CC(=CC(=C2)C(F)(F)F)N3C=C(N=C3)C)NC4=NC=CC(=N4)C5=CN=CC=C5. Cell line: NCIH23. Synergy scores: CSS=3.19, Synergy_ZIP=-3.80, Synergy_Bliss=-0.265, Synergy_Loewe=-3.08, Synergy_HSA=-2.53. (2) Drug 2: C1=NNC2=C1C(=O)NC=N2. Cell line: CAKI-1. Drug 1: CC12CCC3C(C1CCC2O)C(CC4=C3C=CC(=C4)O)CCCCCCCCCS(=O)CCCC(C(F)(F)F)(F)F. Synergy scores: CSS=-0.522, Synergy_ZIP=-1.64, Synergy_Bliss=-3.61, Synergy_Loewe=-3.38, Synergy_HSA=-4.19. (3) Drug 1: C1=CC(=CC=C1CCCC(=O)O)N(CCCl)CCCl. Drug 2: CC1C(C(CC(O1)OC2CC(OC(C2O)C)OC3=CC4=CC5=C(C(=O)C(C(C5)C(C(=O)C(C(C)O)O)OC)OC6CC(C(C(O6)C)O)OC7CC(C(C(O7)C)O)OC8CC(C(C(O8)C)O)(C)O)C(=C4C(=C3C)O)O)O)O. Cell line: NCI-H460. Synergy scores: CSS=35.9, Synergy_ZIP=3.56, Synergy_Bliss=3.90, Synergy_Loewe=3.25, Synergy_HSA=3.39. (4) Drug 1: CN(CC1=CN=C2C(=N1)C(=NC(=N2)N)N)C3=CC=C(C=C3)C(=O)NC(CCC(=O)O)C(=O)O. Drug 2: CC1=C(C=C(C=C1)C(=O)NC2=CC(=CC(=C2)C(F)(F)F)N3C=C(N=C3)C)NC4=NC=CC(=N4)C5=CN=CC=C5. Cell line: HCT116. Synergy scores: CSS=55.0, Synergy_ZIP=2.84, Synergy_Bliss=1.44, Synergy_Loewe=-21.4, Synergy_HSA=-1.71. (5) Synergy scores: CSS=16.7, Synergy_ZIP=-4.95, Synergy_Bliss=-1.76, Synergy_Loewe=-1.69, Synergy_HSA=-1.59. Drug 2: C1=CC(=CC=C1CCCC(=O)O)N(CCCl)CCCl. Drug 1: CNC(=O)C1=CC=CC=C1SC2=CC3=C(C=C2)C(=NN3)C=CC4=CC=CC=N4. Cell line: TK-10. (6) Drug 1: C1=CC(=CC=C1CCC2=CNC3=C2C(=O)NC(=N3)N)C(=O)NC(CCC(=O)O)C(=O)O. Drug 2: CCC(=C(C1=CC=CC=C1)C2=CC=C(C=C2)OCCN(C)C)C3=CC=CC=C3.C(C(=O)O)C(CC(=O)O)(C(=O)O)O. Cell line: HT29. Synergy scores: CSS=39.6, Synergy_ZIP=2.57, Synergy_Bliss=2.17, Synergy_Loewe=-16.9, Synergy_HSA=1.15. (7) Drug 1: CN(C)C1=NC(=NC(=N1)N(C)C)N(C)C. Drug 2: CC1=C(N=C(N=C1N)C(CC(=O)N)NCC(C(=O)N)N)C(=O)NC(C(C2=CN=CN2)OC3C(C(C(C(O3)CO)O)O)OC4C(C(C(C(O4)CO)O)OC(=O)N)O)C(=O)NC(C)C(C(C)C(=O)NC(C(C)O)C(=O)NCCC5=NC(=CS5)C6=NC(=CS6)C(=O)NCCC[S+](C)C)O. Cell line: RXF 393. Synergy scores: CSS=3.10, Synergy_ZIP=1.99, Synergy_Bliss=6.24, Synergy_Loewe=-10.2, Synergy_HSA=-0.842. (8) Drug 1: CN1CCC(CC1)COC2=C(C=C3C(=C2)N=CN=C3NC4=C(C=C(C=C4)Br)F)OC. Drug 2: C1=CN(C(=O)N=C1N)C2C(C(C(O2)CO)O)O.Cl. Cell line: NCI-H460. Synergy scores: CSS=34.1, Synergy_ZIP=-3.87, Synergy_Bliss=-4.68, Synergy_Loewe=-17.5, Synergy_HSA=-3.37. (9) Drug 1: CN(C)C1=NC(=NC(=N1)N(C)C)N(C)C. Drug 2: C1CC(C1)(C(=O)O)C(=O)O.[NH2-].[NH2-].[Pt+2]. Cell line: NCI-H522. Synergy scores: CSS=23.1, Synergy_ZIP=-6.26, Synergy_Bliss=-2.25, Synergy_Loewe=-22.3, Synergy_HSA=-5.12.